Dataset: Catalyst prediction with 721,799 reactions and 888 catalyst types from USPTO. Task: Predict which catalyst facilitates the given reaction. (1) Reactant: [C:1]([O:5][C:6]([NH:8][C@@H:9]1[CH2:14][C@H:13]([NH:15][C:16]([O:18][C:19]([CH3:22])([CH3:21])[CH3:20])=[O:17])[CH2:12][N:11]([C:23]2[C:28]([Cl:29])=[C:27](F)[N:26]=[C:25]([NH:31][C:32]3[CH:37]=[CH:36][C:35]([NH:38][C:39](=[O:41])[CH3:40])=[CH:34][CH:33]=3)[C:24]=2[Cl:42])[CH2:10]1)=[O:7])([CH3:4])([CH3:3])[CH3:2].[C:43]([O:47][C:48]([NH:50][C@@H:51]1[CH2:56][C@H:55]([NH:57][C:58]([O:60][C:61]([CH3:64])([CH3:63])[CH3:62])=[O:59])[CH2:54][NH:53][CH2:52]1)=[O:49])([CH3:46])([CH3:45])[CH3:44].C(N(C(C)C)C(C)C)C. Product: [C:1]([O:5][C:6]([NH:8][C@@H:9]1[CH2:14][C@H:13]([NH:15][C:16]([O:18][C:19]([CH3:22])([CH3:21])[CH3:20])=[O:17])[CH2:12][N:11]([C:23]2[C:28]([Cl:29])=[C:27]([N:53]3[CH2:54][C@@H:55]([NH:57][C:58]([O:60][C:61]([CH3:63])([CH3:64])[CH3:62])=[O:59])[CH2:56][C@@H:51]([NH:50][C:48]([O:47][C:43]([CH3:46])([CH3:45])[CH3:44])=[O:49])[CH2:52]3)[N:26]=[C:25]([NH:31][C:32]3[CH:37]=[CH:36][C:35]([NH:38][C:39](=[O:41])[CH3:40])=[CH:34][CH:33]=3)[C:24]=2[Cl:42])[CH2:10]1)=[O:7])([CH3:4])([CH3:3])[CH3:2]. The catalyst class is: 296. (2) The catalyst class is: 393. Reactant: [CH2:1]([C@H:8]([NH:30]C(=O)OC(C)(C)C)[CH2:9][C@H:10]([OH:29])[C@@H:11]([NH:19][C:20]([O:22][CH2:23][C:24]1[S:28][CH:27]=[N:26][CH:25]=1)=[O:21])[CH2:12][C:13]1[CH:18]=[CH:17][CH:16]=[CH:15][CH:14]=1)[C:2]1[CH:7]=[CH:6][CH:5]=[CH:4][CH:3]=1. Product: [NH2:30][C@@H:8]([CH2:1][C:2]1[CH:3]=[CH:4][CH:5]=[CH:6][CH:7]=1)[CH2:9][C@H:10]([OH:29])[C@@H:11]([NH:19][C:20](=[O:21])[O:22][CH2:23][C:24]1[S:28][CH:27]=[N:26][CH:25]=1)[CH2:12][C:13]1[CH:18]=[CH:17][CH:16]=[CH:15][CH:14]=1. (3) Reactant: [C:1](=[O:4])([O-])[O-].[K+].[K+].[CH2:7](Br)[C:8]1[CH:13]=[CH:12][CH:11]=[CH:10][CH:9]=1.OCC[C:18]1[CH:23]=[CH:22][C:21]([OH:24])=[CH:20][CH:19]=1. Product: [CH2:7]([O:24][C:21]1[CH:22]=[CH:23][C:18]([CH2:1][OH:4])=[CH:19][CH:20]=1)[C:8]1[CH:13]=[CH:12][CH:11]=[CH:10][CH:9]=1. The catalyst class is: 9. (4) Reactant: Br[C:2]1[C:13](=[O:14])[N:12]([CH3:15])[C:5]2[N:6]=[C:7]([NH:10][CH3:11])[N:8]=[CH:9][C:4]=2[CH:3]=1.[CH3:16][C:17]1([CH3:33])[C:21]([CH3:23])([CH3:22])[O:20][B:19]([B:19]2[O:20][C:21]([CH3:23])([CH3:22])[C:17]([CH3:33])([CH3:16])[O:18]2)[O:18]1.C([O-])(=O)C.[K+].CS(C)=O. Product: [CH3:15][N:12]1[C:5]2[N:6]=[C:7]([NH:10][CH3:11])[N:8]=[CH:9][C:4]=2[CH:3]=[C:2]([B:19]2[O:20][C:21]([CH3:23])([CH3:22])[C:17]([CH3:33])([CH3:16])[O:18]2)[C:13]1=[O:14]. The catalyst class is: 6. (5) Reactant: [OH:1][CH2:2][C@H:3]1[N:13]2[C:14]3[N:5]([C:6](=[O:26])[CH2:7][N:8]([C:16]([O:18][CH2:19][C:20]4[CH:25]=[CH:24][CH:23]=[CH:22][CH:21]=4)=[O:17])[C:9]=3[CH:10]=[CH:11][C:12]2=[O:15])[CH2:4]1.C(N(CC)CC)C.[CH3:34][S:35](Cl)(=[O:37])=[O:36]. Product: [CH3:34][S:35]([O:1][CH2:2][C@H:3]1[N:13]2[C:14]3[N:5]([C:6](=[O:26])[CH2:7][N:8]([C:16]([O:18][CH2:19][C:20]4[CH:25]=[CH:24][CH:23]=[CH:22][CH:21]=4)=[O:17])[C:9]=3[CH:10]=[CH:11][C:12]2=[O:15])[CH2:4]1)(=[O:37])=[O:36]. The catalyst class is: 2.